This data is from Experimentally validated miRNA-target interactions with 360,000+ pairs, plus equal number of negative samples. The task is: Binary Classification. Given a miRNA mature sequence and a target amino acid sequence, predict their likelihood of interaction. (1) The miRNA is hsa-miR-6822-3p with sequence AGGCUCUAACUGGCUUUCCCUGCA. The protein sequence of the target gene is MALRPEDPSSGFRHGNVVAFIIEKMARHTKGPEFYFENISLSWEEVEDKLRAILEDSEVPSEVKEACTWGSLALGVRFAHRQGQLQNRRVQWLQGFAKLHRSAALVLASNLTELKEQQEMECNEATFQLQLTETSLAEVQRERDMLRWKLFHAELAPPQGQGQATVFPGLATAGGDWTEGAGEQEKEAVAAAGAAGGKGEERYAEAGPAPAEVLQGLGGGFRQPLGAIVAGKLHLCGAEGERSQVSTNSHVCLLWAWVHSLTGASSCPAPYLIHILIPMPFVRLLSHTQYTPFTSKGHRT.... Result: 0 (no interaction). (2) The miRNA is hsa-miR-1911-3p with sequence CACCAGGCAUUGUGGUCUCC. The protein sequence of the target gene is MSQWTPEYNELYTLKVDMKSEIPSDAPKTQESLKGILLHPEPIGAAKSFPAGVEMINSKVGNEFSHLCDDSQKQEKEMNGNQQEQEKSLVVRKKRKSQQAGPSYVQNCVKENQGILGLRQHLGTPSDEDNDSSFSDCLSSPSSSLHFGDSDTVTSDEDKEVSVRHSQTILNAKSRSHSARSHKWPRTETESVSGLLMKRPCLHGSSLRRLPCRKRFVKNNSSQRTQKQKERILMQRKKREVLARRKYALLPSSSSSSENDLSSESSSSSSTEGEEDLFVSASENHQNNPAVPSGSIDEDV.... Result: 1 (interaction).